From a dataset of Full USPTO retrosynthesis dataset with 1.9M reactions from patents (1976-2016). Predict the reactants needed to synthesize the given product. (1) The reactants are: [C:1]1([SH:11])[C:10]2[C:5](=[CH:6][CH:7]=[CH:8][CH:9]=2)[CH:4]=[CH:3][CH:2]=1.[CH3:12]I. Given the product [CH3:12][S:11][C:1]1[C:10]2[C:5](=[CH:6][CH:7]=[CH:8][CH:9]=2)[CH:4]=[CH:3][CH:2]=1, predict the reactants needed to synthesize it. (2) Given the product [Cl:31][C:25]1[CH:24]=[C:23]([C:20]2[CH:21]=[CH:22][N:18]([CH2:17][C@H:16]([NH:15][C:11]([C:9]3[N:10]=[C:6]([NH:5][CH:3]([CH:2]([OH:1])[CH3:14])[CH3:4])[S:7][CH:8]=3)=[O:13])[CH3:32])[N:19]=2)[CH:30]=[CH:29][C:26]=1[C:27]#[N:28], predict the reactants needed to synthesize it. The reactants are: [OH:1][CH:2]([CH3:14])[CH:3]([NH:5][C:6]1[S:7][CH:8]=[C:9]([C:11]([OH:13])=O)[N:10]=1)[CH3:4].[NH2:15][C@H:16]([CH3:32])[CH2:17][N:18]1[CH:22]=[CH:21][C:20]([C:23]2[CH:30]=[CH:29][C:26]([C:27]#[N:28])=[C:25]([Cl:31])[CH:24]=2)=[N:19]1. (3) The reactants are: [C:1]([C:5]1[N:10]=[C:9]([O:11][CH2:12][CH3:13])[C:8]([C:14]2[N:15]([C:35](Cl)=[O:36])[C:16]([C:28]3[CH:33]=[CH:32][C:31]([Cl:34])=[CH:30][CH:29]=3)([CH3:27])[C:17]([C:20]3[CH:25]=[CH:24][C:23]([Cl:26])=[CH:22][CH:21]=3)([CH3:19])[N:18]=2)=[CH:7][N:6]=1)([CH3:4])([CH3:3])[CH3:2].[C:38]([NH:42][C:43](=[O:51])[CH2:44][N:45]1[CH2:50][CH2:49][NH:48][CH2:47][CH2:46]1)([CH3:41])([CH3:40])[CH3:39]. Given the product [C:38]([NH:42][C:43](=[O:51])[CH2:44][N:45]1[CH2:46][CH2:47][N:48]([C:35]([N:15]2[C@@:16]([C:28]3[CH:29]=[CH:30][C:31]([Cl:34])=[CH:32][CH:33]=3)([CH3:27])[C@@:17]([C:20]3[CH:25]=[CH:24][C:23]([Cl:26])=[CH:22][CH:21]=3)([CH3:19])[N:18]=[C:14]2[C:8]2[C:9]([O:11][CH2:12][CH3:13])=[N:10][C:5]([C:1]([CH3:3])([CH3:4])[CH3:2])=[N:6][CH:7]=2)=[O:36])[CH2:49][CH2:50]1)([CH3:41])([CH3:39])[CH3:40], predict the reactants needed to synthesize it. (4) Given the product [CH2:25]([O:32][C:33]1[CH:34]=[CH:35][C:36]([NH:39][C:8](=[O:10])[CH:7]([C:11]2[CH:16]=[CH:15][C:14]([Cl:17])=[C:13]([Cl:18])[CH:12]=2)[CH2:6][CH:1]2[CH2:2][CH2:3][CH2:4][CH2:5]2)=[N:37][CH:38]=1)[C:26]1[CH:27]=[CH:28][CH:29]=[CH:30][CH:31]=1, predict the reactants needed to synthesize it. The reactants are: [CH:1]1([CH2:6][CH:7]([C:11]2[CH:16]=[CH:15][C:14]([Cl:17])=[C:13]([Cl:18])[CH:12]=2)[C:8]([OH:10])=O)[CH2:5][CH2:4][CH2:3][CH2:2]1.C(Cl)(=O)C(Cl)=O.[CH2:25]([O:32][C:33]1[CH:34]=[CH:35][C:36]([NH2:39])=[N:37][CH:38]=1)[C:26]1[CH:31]=[CH:30][CH:29]=[CH:28][CH:27]=1.C(N(C(C)C)CC)(C)C. (5) Given the product [NH2:11][C:6]1[CH:5]=[CH:4][CH:3]=[C:2]([F:1])[C:7]=1[C:8]([NH:15][CH3:14])=[O:9], predict the reactants needed to synthesize it. The reactants are: [F:1][C:2]1[C:7]2[C:8](=O)[O:9]C(=O)[NH:11][C:6]=2[CH:5]=[CH:4][CH:3]=1.[CH3:14][NH2:15]. (6) The reactants are: Cl[CH2:2][C:3]([CH2:5]Cl)=[CH2:4].[H-].[Na+].[C:9]([O:13][C:14]([NH:16][CH2:17][CH2:18][OH:19])=[O:15])([CH3:12])([CH3:11])[CH3:10]. Given the product [CH2:4]=[C:3]1[CH2:5][O:19][CH2:18][CH2:17][N:16]([C:14]([O:13][C:9]([CH3:12])([CH3:11])[CH3:10])=[O:15])[CH2:2]1, predict the reactants needed to synthesize it. (7) The reactants are: [NH2:1][C:2]1[CH:3]=[C:4]([CH:7]=[C:8]([O:10][C:11]2[CH:12]=[N:13][CH:14]=[N:15][CH:16]=2)[CH:9]=1)[C:5]#[N:6].[F:17][C:18]1[CH:19]=[C:20]([CH:24]=[CH:25][CH:26]=1)[C:21](O)=[O:22].F[P-](F)(F)(F)(F)F.N1(OC(N(C)C)=[N+](C)C)C2N=CC=CC=2N=N1.C(N(CC)C(C)C)(C)C. Given the product [C:5]([C:4]1[CH:3]=[C:2]([NH:1][C:21](=[O:22])[C:20]2[CH:24]=[CH:25][CH:26]=[C:18]([F:17])[CH:19]=2)[CH:9]=[C:8]([O:10][C:11]2[CH:16]=[N:15][CH:14]=[N:13][CH:12]=2)[CH:7]=1)#[N:6], predict the reactants needed to synthesize it. (8) Given the product [O:18]1[CH2:19][CH2:20][CH2:21][CH2:22][CH:17]1[O:16][CH2:15][CH2:14][CH2:13][O:1][C:2]1[CH:9]=[CH:8][C:5]([CH:6]=[O:7])=[CH:4][C:3]=1[O:10][CH3:11], predict the reactants needed to synthesize it. The reactants are: [OH:1][C:2]1[CH:9]=[CH:8][C:5]([CH:6]=[O:7])=[CH:4][C:3]=1[O:10][CH3:11].Br[CH2:13][CH2:14][CH2:15][O:16][CH:17]1[CH2:22][CH2:21][CH2:20][CH2:19][O:18]1. (9) Given the product [F:63][C:64]1[CH:72]=[CH:71][CH:70]=[CH:69][C:65]=1[C:66]([N:38]1[CH2:39][CH2:40][N:35]([C:18](=[O:17])[CH2:19][NH:20][C:21]([C:23]2[CH:24]=[CH:25][C:26]([C:29]3[CH:34]=[CH:33][CH:32]=[CH:31][CH:30]=3)=[CH:27][CH:28]=2)=[O:22])[CH2:36][CH2:37]1)=[O:67], predict the reactants needed to synthesize it. The reactants are: CCN(C(C)C)C(C)C.OC(C(F)(F)F)=O.[O:17]=[C:18]([N:35]1[CH2:40][CH2:39][NH:38][CH2:37][CH2:36]1)[CH2:19][NH:20][C:21]([C:23]1[CH:28]=[CH:27][C:26]([C:29]2[CH:34]=[CH:33][CH:32]=[CH:31][CH:30]=2)=[CH:25][CH:24]=1)=[O:22].C1C=CC2N(O)N=NC=2C=1.CCN=C=NCCCN(C)C.Cl.[F:63][C:64]1[CH:72]=[CH:71][CH:70]=[CH:69][C:65]=1[C:66](O)=[O:67]. (10) Given the product [CH3:1][N:2]1[CH:6]2[CH2:7][CH:8]([O:10][CH:11]([C:18]3[CH:23]=[CH:22][C:21]([Cl:24])=[CH:20][CH:19]=3)[C:12]3[CH:17]=[CH:16][CH:15]=[CH:14][CH:13]=3)[CH2:9][CH:3]1[CH2:4][CH2:5]2.[ClH:25].[CH:26]1[CH:27]=[CH:28][C:29]([CH2:32][C:33]([NH:35][C:36]2[CH:41]=[C:40]([NH2:42])[CH:39]=[CH:38][C:37]=2[OH:43])=[O:34])=[CH:30][CH:31]=1, predict the reactants needed to synthesize it. The reactants are: [CH3:1][N:2]1[CH:6]2[CH2:7][CH:8]([O:10][CH:11]([C:18]3[CH:23]=[CH:22][C:21]([Cl:24])=[CH:20][CH:19]=3)[C:12]3[CH:17]=[CH:16][CH:15]=[CH:14][CH:13]=3)[CH2:9][CH:3]1[CH2:4][CH2:5]2.[ClH:25].[CH:26]1[CH:31]=[CH:30][C:29]([CH2:32][C:33]([NH:35][C:36]2[CH:41]=[C:40]([NH2:42])[CH:39]=[CH:38][C:37]=2[OH:43])=[O:34])=[CH:28][CH:27]=1.